Dataset: Reaction yield outcomes from USPTO patents with 853,638 reactions. Task: Predict the reaction yield, written as a fraction of the theoretical maximum amount of product (1.0 means a 100% yield; for example, 0.34 means a 34% yield). The reactants are [NH2:1][C:2]1[C:10]([N+:11]([O-])=O)=[CH:9][C:8]([F:14])=[CH:7][C:3]=1[C:4]([OH:6])=[O:5].[H][H]. The catalyst is [Pd].CO. The product is [NH2:1][C:2]1[C:10]([NH2:11])=[CH:9][C:8]([F:14])=[CH:7][C:3]=1[C:4]([OH:6])=[O:5]. The yield is 0.950.